Dataset: Forward reaction prediction with 1.9M reactions from USPTO patents (1976-2016). Task: Predict the product of the given reaction. (1) The product is: [Cl:15]/[C:16](/[C:25]([F:28])([F:27])[F:26])=[CH:17]\[CH:18]1[CH:20]([CH2:21][NH:29][CH:30]([C:33]2[CH:38]=[CH:37][CH:36]=[C:35]([O:39][C:40]3[CH:45]=[CH:44][CH:43]=[CH:42][CH:41]=3)[CH:34]=2)[C:31]#[N:32])[C:19]1([CH3:24])[CH3:23]. Given the reactants C(O[BH-](OC(=O)C)OC(=O)C)(=O)C.[Na+].[Cl:15]/[C:16](/[C:25]([F:28])([F:27])[F:26])=[CH:17]\[CH:18]1[CH:20]([CH:21]=O)[C:19]1([CH3:24])[CH3:23].[NH2:29][CH:30]([C:33]1[CH:38]=[CH:37][CH:36]=[C:35]([O:39][C:40]2[CH:45]=[CH:44][CH:43]=[CH:42][CH:41]=2)[CH:34]=1)[C:31]#[N:32], predict the reaction product. (2) The product is: [C:10]([O:14][C:15]([N:17]1[CH2:22][CH2:21][CH:20]([NH:23][C:6]2[CH:5]=[C:4]([CH3:9])[N:3]=[C:2]([Cl:1])[N:7]=2)[CH2:19][CH2:18]1)=[O:16])([CH3:13])([CH3:11])[CH3:12]. Given the reactants [Cl:1][C:2]1[N:7]=[C:6](Cl)[CH:5]=[C:4]([CH3:9])[N:3]=1.[C:10]([O:14][C:15]([N:17]1[CH2:22][CH2:21][CH:20]([NH2:23])[CH2:19][CH2:18]1)=[O:16])([CH3:13])([CH3:12])[CH3:11].C(N(C(C)C)C(C)C)C, predict the reaction product. (3) The product is: [C:10]1([CH2:5][O:4][C:1](=[O:3])[CH2:2][C:41](=[O:43])[NH:33][C:19]2[CH:20]=[C:21]([C:22](=[O:23])[NH:24][C:25]3[CH:30]=[CH:29][CH:28]=[CH:27][CH:26]=3)[CH:31]=[CH:32][C:18]=2[O:17][CH3:16])[CH:11]=[CH:12][CH:13]=[CH:14][CH:15]=1. Given the reactants [C:1]([O:4][C:5]([C:10]1[CH:15]=[CH:14][CH:13]=[CH:12][CH:11]=1)(O)C(Cl)=O)(=[O:3])[CH3:2].[CH3:16][O:17][C:18]1[CH:32]=[CH:31][C:21]([C:22]([NH:24][C:25]2[CH:30]=[CH:29][CH:28]=[CH:27][CH:26]=2)=[O:23])=[CH:20][C:19]=1[NH2:33].C(N(CC)CC)C.[C:41](OCC)(=[O:43])C, predict the reaction product. (4) Given the reactants Cl[C:2]1[CH:18]=[CH:17][C:5]2[CH2:6][CH2:7][N:8]([C:11](=[O:16])[C:12]([F:15])([F:14])[F:13])[CH2:9][CH2:10][C:4]=2[C:3]=1OS(C(F)(F)F)(=O)=O.C1C=CC(P(C2C(C3C(P(C4C=CC=CC=4)C4C=CC=CC=4)=CC=C4C=3C=CC=C4)=C3C(C=CC=C3)=CC=2)C2C=CC=CC=2)=CC=1.NCC1C=NC(CCC(C)(C)C)=CC=1.C(=O)([O-])[O-].[Cs+].[Cs+], predict the reaction product. The product is: [F:15][C:12]([F:13])([F:14])[C:11]([N:8]1[CH2:7][CH2:6][C:5]2[CH:17]=[CH:18][CH:2]=[CH:3][C:4]=2[CH2:10][CH2:9]1)=[O:16]. (5) Given the reactants [CH3:1][O:2][C:3](=[O:15])[CH2:4][C:5]1[C:13]2[C:8](=[N:9][CH:10]=[CH:11][CH:12]=2)[NH:7][C:6]=1[CH3:14].CCN(P1(N(C)CCCN1C)=NC(C)(C)C)CC.[C:34]([C:36]1[CH:37]=[C:38]([S:43](Cl)(=[O:45])=[O:44])[CH:39]=[CH:40][C:41]=1[F:42])#[N:35], predict the reaction product. The product is: [CH3:1][O:2][C:3](=[O:15])[CH2:4][C:5]1[C:13]2[C:8](=[N:9][CH:10]=[CH:11][CH:12]=2)[N:7]([S:43]([C:38]2[CH:39]=[CH:40][C:41]([F:42])=[C:36]([C:34]#[N:35])[CH:37]=2)(=[O:44])=[O:45])[C:6]=1[CH3:14]. (6) Given the reactants CCN(C(C)C)C(C)C.[OH:10][C:11]1[CH:12]=[CH:13][CH:14]=[C:15]2[C:20]=1[O:19][C:18](=[O:21])[C:17]([C:22]([OH:24])=O)=[CH:16]2.CN(C(ON1N=NC2C=CC=NC1=2)=[N+](C)C)C.F[P-](F)(F)(F)(F)F.[NH:49]1[CH:53]=[C:52]([C:54]2[CH:55]=[C:56]([NH2:60])[CH:57]=[CH:58][CH:59]=2)[CH:51]=[N:50]1, predict the reaction product. The product is: [NH:49]1[CH:53]=[C:52]([C:54]2[CH:55]=[C:56]([NH:60][C:22]([C:17]3[C:18](=[O:21])[O:19][C:20]4[C:15]([CH:16]=3)=[CH:14][CH:13]=[CH:12][C:11]=4[OH:10])=[O:24])[CH:57]=[CH:58][CH:59]=2)[CH:51]=[N:50]1.